From a dataset of Reaction yield outcomes from USPTO patents with 853,638 reactions. Predict the reaction yield, written as a fraction of the theoretical maximum amount of product (1.0 means a 100% yield; for example, 0.34 means a 34% yield). (1) The yield is 0.680. The reactants are [H-].[Na+].[Br:3][C:4]1[CH:5]=[C:6]([CH:9]=[O:10])[NH:7][CH:8]=1.[C:11]1([CH3:21])[CH:16]=[CH:15][C:14]([S:17](Cl)(=[O:19])=[O:18])=[CH:13][CH:12]=1. The catalyst is C1COCC1. The product is [CH3:21][C:11]1[CH:16]=[CH:15][C:14]([S:17]([N:7]2[C:6]([CH:9]=[O:10])=[CH:5][C:4]([Br:3])=[CH:8]2)(=[O:19])=[O:18])=[CH:13][CH:12]=1. (2) No catalyst specified. The reactants are [NH2:1][C@H:2]1[CH2:7][CH2:6][N:5]([C:8]([O:10][C:11]([CH3:14])([CH3:13])[CH3:12])=[O:9])[CH2:4][C@H:3]1[N:15]([CH3:17])[CH3:16].[Cl:18][C:19]1[N:20]=[C:21]([C:26](O)=[O:27])[NH:22][C:23]=1[CH2:24][CH3:25].O.ON1C2C=CC=CC=2N=N1.CCN=C=NCCCN(C)C.Cl.C(N(CC)CC)C. The product is [Cl:18][C:19]1[N:20]=[C:21]([C:26]([NH:1][C@H:2]2[CH2:7][CH2:6][N:5]([C:8]([O:10][C:11]([CH3:12])([CH3:13])[CH3:14])=[O:9])[CH2:4][C@H:3]2[N:15]([CH3:17])[CH3:16])=[O:27])[NH:22][C:23]=1[CH2:24][CH3:25]. The yield is 0.690. (3) The reactants are [N:1]1[CH:6]=[CH:5][CH:4]=[CH:3][C:2]=1[C:7]1[O:11][CH:10]=[N:9][CH:8]=1.[C:12]1([S:18][C:19]2[CH:24]=[CH:23][C:22]([CH2:25][CH2:26][C:27](O)=[O:28])=[CH:21][CH:20]=2)[CH:17]=[CH:16][CH:15]=[CH:14][CH:13]=1. No catalyst specified. The product is [O:28]=[C:27]([C:10]1[O:11][C:7]([C:2]2[CH:3]=[CH:4][CH:5]=[CH:6][N:1]=2)=[CH:8][N:9]=1)[CH2:26][CH2:25][C:22]1[CH:23]=[CH:24][C:19]([S:18][C:12]2[CH:17]=[CH:16][CH:15]=[CH:14][CH:13]=2)=[CH:20][CH:21]=1. The yield is 0.330. (4) The reactants are [NH2:1][CH:2]1[CH2:7][CH2:6][CH:5]([N:8]2[C:13](=[O:14])[C:12]3[CH:15]=[C:16]([F:19])[CH:17]=[N:18][C:11]=3[N:10]([CH:20]3[CH2:25][CH2:24][S:23][CH2:22][CH2:21]3)[C:9]2=[O:26])[CH2:4][CH2:3]1.[OH:27][CH:28]([C:32]1[CH:37]=[CH:36][C:35]([OH:38])=[CH:34][CH:33]=1)[C:29](O)=[O:30].CCN(C(C)C)C(C)C.CN(C(ON1N=NC2C=CC=NC1=2)=[N+](C)C)C.F[P-](F)(F)(F)(F)F. The catalyst is CN1C(=O)CCC1.O. The product is [F:19][C:16]1[CH:17]=[N:18][C:11]2[N:10]([CH:20]3[CH2:21][CH2:22][S:23][CH2:24][CH2:25]3)[C:9](=[O:26])[N:8]([C@@H:5]3[CH2:6][CH2:7][C@H:2]([NH:1][C:29](=[O:30])[CH:28]([OH:27])[C:32]4[CH:33]=[CH:34][C:35]([OH:38])=[CH:36][CH:37]=4)[CH2:3][CH2:4]3)[C:13](=[O:14])[C:12]=2[CH:15]=1. The yield is 0.100. (5) The reactants are C[O:2][C:3]([C:5]1[C:9]([NH:10][C:11](=[O:26])[CH2:12][O:13][C:14]2[CH:19]=[CH:18][C:17]([C:20]3[CH:25]=[CH:24][CH:23]=[CH:22][CH:21]=3)=[CH:16][CH:15]=2)=[CH:8][S:7][CH:6]=1)=[O:4].[OH-].[Na+]. The catalyst is C(O)C. The product is [C:17]1([C:20]2[CH:25]=[CH:24][CH:23]=[CH:22][CH:21]=2)[CH:16]=[CH:15][C:14]([O:13][CH2:12][C:11]([NH:10][C:9]2[C:5]([C:3]([OH:4])=[O:2])=[CH:6][S:7][CH:8]=2)=[O:26])=[CH:19][CH:18]=1. The yield is 0.800. (6) The reactants are [NH2:1][C:2]1[CH:20]=[CH:19][C:5]([O:6][C:7]2[CH:12]=[CH:11][N:10]=[C:9]([NH:13][C:14]([CH:16]3[CH2:18][CH2:17]3)=[O:15])[CH:8]=2)=[CH:4][CH:3]=1.[O:21]([C:28]([NH:30][C:31]1[CH:32]=[C:33]([CH:47]=[C:48]([C:50]([F:53])([F:52])[F:51])[CH:49]=1)[O:34][CH2:35][CH:36]1[CH2:39][N:38]([C:40]([O:42][C:43]([CH3:46])([CH3:45])[CH3:44])=[O:41])[CH2:37]1)=O)C1C=CC=CC=1.CCN(C(C)C)C(C)C. The catalyst is C1COCC1. The product is [CH:16]1([C:14]([NH:13][C:9]2[CH:8]=[C:7]([O:6][C:5]3[CH:19]=[CH:20][C:2]([NH:1][C:28]([NH:30][C:31]4[CH:32]=[C:33]([CH:47]=[C:48]([C:50]([F:53])([F:52])[F:51])[CH:49]=4)[O:34][CH2:35][CH:36]4[CH2:37][N:38]([C:40]([O:42][C:43]([CH3:46])([CH3:45])[CH3:44])=[O:41])[CH2:39]4)=[O:21])=[CH:3][CH:4]=3)[CH:12]=[CH:11][N:10]=2)=[O:15])[CH2:17][CH2:18]1. The yield is 0.524. (7) The product is [F:1][C:2]1[CH:3]=[C:4]([CH:5]=[O:6])[CH:7]=[C:8]([O:11][CH3:12])[C:9]=1[O:10][CH2:20][C:21]([O:23][CH2:24][CH3:25])=[O:22]. The reactants are [F:1][C:2]1[CH:3]=[C:4]([CH:7]=[C:8]([O:11][CH3:12])[C:9]=1[OH:10])[CH:5]=[O:6].C(=O)([O-])[O-].[Cs+].[Cs+].Br[CH2:20][C:21]([O:23][CH2:24][CH3:25])=[O:22]. The catalyst is CC(C)=O. The yield is 0.790.